The task is: Predict the reactants needed to synthesize the given product.. This data is from Full USPTO retrosynthesis dataset with 1.9M reactions from patents (1976-2016). Given the product [C:24]([O:23][C:21]([NH:1][CH2:2][C:3]1([C:16]([O:18][CH2:19][CH3:20])=[O:17])[CH2:4][CH2:5][N:6]([C:9]([O:11][C:12]([CH3:14])([CH3:15])[CH3:13])=[O:10])[CH2:7][CH2:8]1)=[O:22])([CH3:27])([CH3:26])[CH3:25], predict the reactants needed to synthesize it. The reactants are: [NH2:1][CH2:2][C:3]1([C:16]([O:18][CH2:19][CH3:20])=[O:17])[CH2:8][CH2:7][N:6]([C:9]([O:11][C:12]([CH3:15])([CH3:14])[CH3:13])=[O:10])[CH2:5][CH2:4]1.[C:21](O[C:21]([O:23][C:24]([CH3:27])([CH3:26])[CH3:25])=[O:22])([O:23][C:24]([CH3:27])([CH3:26])[CH3:25])=[O:22].